This data is from Forward reaction prediction with 1.9M reactions from USPTO patents (1976-2016). The task is: Predict the product of the given reaction. (1) Given the reactants [Cl:1][C:2]1[CH:3]=[CH:4][C:5]([N+:12]([O-])=O)=[C:6]([C:8](=[O:11])[CH2:9][CH3:10])[CH:7]=1.[NH4+].[Cl-], predict the reaction product. The product is: [NH2:12][C:5]1[CH:4]=[CH:3][C:2]([Cl:1])=[CH:7][C:6]=1[C:8](=[O:11])[CH2:9][CH3:10]. (2) Given the reactants [OH:1][CH:2]1[CH:7]([C:8]2[CH:13]=[CH:12][C:11]([OH:14])=[CH:10][CH:9]=2)[CH2:6][CH2:5][N:4]([C:15]([O:17][C:18]([CH3:21])([CH3:20])[CH3:19])=[O:16])[CH2:3]1.C1(C)C=CC(S(O[CH2:32][CH2:33][O:34][CH2:35][CH2:36][C:37]2[CH:42]=[CH:41][CH:40]=[CH:39][C:38]=2[O:43][CH3:44])(=O)=O)=CC=1, predict the reaction product. The product is: [OH:1][CH:2]1[CH:7]([C:8]2[CH:9]=[CH:10][C:11]([O:14][CH2:32][CH2:33][O:34][CH2:35][CH2:36][C:37]3[CH:42]=[CH:41][CH:40]=[CH:39][C:38]=3[O:43][CH3:44])=[CH:12][CH:13]=2)[CH2:6][CH2:5][N:4]([C:15]([O:17][C:18]([CH3:21])([CH3:20])[CH3:19])=[O:16])[CH2:3]1. (3) The product is: [CH2:11]([C:8]1[CH:9]=[CH:10][C:5]([O:4][C:2](=[O:3])[NH:32][N:23]2[CH2:24][CH2:25][C:26]3[C:31](=[CH:30][CH:29]=[CH:28][CH:27]=3)[CH2:22]2)=[CH:6][CH:7]=1)[CH2:12][CH3:13]. Given the reactants Cl[C:2]([O:4][C:5]1[CH:10]=[CH:9][C:8]([CH2:11][CH2:12][CH3:13])=[CH:7][CH:6]=1)=[O:3].C(N(CC)CC)C.Cl.[CH2:22]1[C:31]2[C:26](=[CH:27][CH:28]=[CH:29][CH:30]=2)[CH2:25][CH2:24][N:23]1[NH2:32], predict the reaction product. (4) Given the reactants Cl[C:2]1[N:7]=[CH:6][N:5]=[C:4]([N:8]2[C:16]3[C:11](=[N:12][CH:13]=[CH:14][CH:15]=3)[CH2:10][CH2:9]2)[C:3]=1[CH3:17].[F:18][C@H:19]1[C@@H:24]([OH:25])[CH2:23][CH2:22][N:21]([C:26]([O:28][C:29]([CH3:32])([CH3:31])[CH3:30])=[O:27])[CH2:20]1.C(=O)([O-])[O-].[Cs+].[Cs+].C(#N)C, predict the reaction product. The product is: [N:8]1([C:4]2[N:5]=[CH:6][N:7]=[C:2]([O:25][C@H:24]3[CH2:23][CH2:22][N:21]([C:26]([O:28][C:29]([CH3:31])([CH3:30])[CH3:32])=[O:27])[CH2:20][C@H:19]3[F:18])[C:3]=2[CH3:17])[C:16]2[C:11](=[N:12][CH:13]=[CH:14][CH:15]=2)[CH2:10][CH2:9]1. (5) Given the reactants [CH3:1][O:2][CH:3]1[CH2:6][N:5]([C:7]([N:9]2[CH2:14][CH:13]([C:15]3[CH:20]=[CH:19][C:18]([C:21]([F:24])([F:23])[F:22])=[CH:17][CH:16]=3)[CH2:12][CH:11]([C:25]([OH:27])=O)[CH2:10]2)=[O:8])[CH2:4]1.O[N:29]=[C:30]([NH2:35])[CH2:31][CH2:32][O:33][CH3:34], predict the reaction product. The product is: [CH3:1][O:2][CH:3]1[CH2:6][N:5]([C:7]([N:9]2[CH2:14][CH:13]([C:15]3[CH:20]=[CH:19][C:18]([C:21]([F:23])([F:22])[F:24])=[CH:17][CH:16]=3)[CH2:12][CH:11]([C:25]3[O:27][N:35]=[C:30]([CH2:31][CH2:32][O:33][CH3:34])[N:29]=3)[CH2:10]2)=[O:8])[CH2:4]1. (6) Given the reactants C([N-]C(C)C)(C)C.[Li+].[O:9]=[C:10]1[NH:19][CH:18]([C:20]2[CH:27]=[CH:26][C:23]([C:24]#[N:25])=[CH:22][CH:21]=2)[C:17]2[C:16](=[O:28])[CH2:15][CH2:14][CH2:13][C:12]=2[N:11]1[C:29]1[CH:34]=[CH:33][CH:32]=[C:31]([C:35]([F:38])([F:37])[F:36])[CH:30]=1.Br.Br[CH2:41][CH2:42][CH2:43][N:44]1[CH2:48][CH2:47][CH2:46][CH2:45]1.O, predict the reaction product. The product is: [F:37][C:35]([F:38])([F:36])[C:31]1[CH:30]=[C:29]([N:11]2[C:12]3[CH2:13][CH2:14][CH2:15][C:16](=[O:28])[C:17]=3[CH:18]([C:20]3[CH:21]=[CH:22][C:23]([C:24]#[N:25])=[CH:26][CH:27]=3)[N:19]([CH2:41][CH2:42][CH2:43][N:44]3[CH2:48][CH2:47][CH2:46][CH2:45]3)[C:10]2=[O:9])[CH:34]=[CH:33][CH:32]=1. (7) Given the reactants [Cl:1][C:2]1[CH:7]=[CH:6][CH:5]=[CH:4][C:3]=1[S:8]([C@H:11]1[CH2:15][NH:14][C@H:13]([C:16]([NH:18][C:19]2([C:22]#[N:23])[CH2:21][CH2:20]2)=[O:17])[CH2:12]1)(=[O:10])=[O:9].Cl.[CH3:25][CH:26]1[CH2:31][CH2:30][CH2:29][N:28]([C:32]2([C:35](O)=[O:36])[CH2:34][CH2:33]2)[CH2:27]1, predict the reaction product. The product is: [Cl:1][C:2]1[CH:7]=[CH:6][CH:5]=[CH:4][C:3]=1[S:8]([C@H:11]1[CH2:15][N:14]([C:35]([C:32]2([N:28]3[CH2:29][CH2:30][CH2:31][CH:26]([CH3:25])[CH2:27]3)[CH2:34][CH2:33]2)=[O:36])[C@H:13]([C:16]([NH:18][C:19]2([C:22]#[N:23])[CH2:21][CH2:20]2)=[O:17])[CH2:12]1)(=[O:10])=[O:9]. (8) Given the reactants [CH3:1][C@H:2]1[CH2:7][NH:6][CH2:5][C@H:4]([CH3:8])[NH:3]1.[C:9](O[C:9]([O:11][C:12]([CH3:15])([CH3:14])[CH3:13])=[O:10])([O:11][C:12]([CH3:15])([CH3:14])[CH3:13])=[O:10].C(N(CC)CC)C, predict the reaction product. The product is: [CH3:8][C@@H:4]1[NH:3][C@@H:2]([CH3:1])[CH2:7][N:6]([C:9]([O:11][C:12]([CH3:15])([CH3:14])[CH3:13])=[O:10])[CH2:5]1. (9) Given the reactants [F:1][C:2]1[CH:7]=[C:6]([F:8])[CH:5]=[CH:4][C:3]=1[CH2:9][C:10]([OH:12])=O.C(Cl)(=O)C([Cl:16])=O, predict the reaction product. The product is: [F:1][C:2]1[CH:7]=[C:6]([F:8])[CH:5]=[CH:4][C:3]=1[CH2:9][C:10]([Cl:16])=[O:12].